From a dataset of Peptide-MHC class II binding affinity with 134,281 pairs from IEDB. Regression. Given a peptide amino acid sequence and an MHC pseudo amino acid sequence, predict their binding affinity value. This is MHC class II binding data. (1) The peptide sequence is AQNGVQAMSSLGSSL. The MHC is DRB1_1001 with pseudo-sequence DRB1_1001. The binding affinity (normalized) is 0.436. (2) The peptide sequence is QPEQPQQSFPEKERP. The MHC is HLA-DQA10201-DQB10201 with pseudo-sequence HLA-DQA10201-DQB10202. The binding affinity (normalized) is 0.0847.